From a dataset of Catalyst prediction with 721,799 reactions and 888 catalyst types from USPTO. Predict which catalyst facilitates the given reaction. (1) Reactant: [CH:1]1[C:10]2[C:5](=[CH:6][CH:7]=[CH:8][CH:9]=2)[CH:4]=[CH:3][C:2]=1[S:11]([CH:14]1[CH2:19][CH2:18][NH:17][CH2:16][CH2:15]1)(=[O:13])=[O:12].Br[C:21]1[CH:26]=[CH:25][CH:24]=[CH:23][C:22]=1[C:27]([F:30])([F:29])[F:28].CC([O-])(C)C.[Na+].C1C=CC(P(C2C(C3C(P(C4C=CC=CC=4)C4C=CC=CC=4)=CC=C4C=3C=CC=C4)=C3C(C=CC=C3)=CC=2)C2C=CC=CC=2)=CC=1. Product: [CH:1]1[C:10]2[C:5](=[CH:6][CH:7]=[CH:8][CH:9]=2)[CH:4]=[CH:3][C:2]=1[S:11]([CH:14]1[CH2:19][CH2:18][N:17]([C:21]2[CH:26]=[CH:25][CH:24]=[CH:23][C:22]=2[C:27]([F:30])([F:29])[F:28])[CH2:16][CH2:15]1)(=[O:12])=[O:13]. The catalyst class is: 102. (2) Reactant: O[CH:2](O)[CH2:3][N:4]1[CH:9]=[CH:8][C:7]2[O:10][C:11]([CH3:13])=[CH:12][C:6]=2[C:5]1=[O:14].[NH2:16][C:17]1[CH:18]=[N:19][CH:20]=[CH:21][C:22]=1[NH:23][CH2:24][CH2:25][CH2:26][O:27][C:28]1[CH:45]=[CH:44][C:31]2[N:32]([CH2:42][CH3:43])[C:33](=[O:41])[C:34]([CH3:40])([CH3:39])[C:35](=[O:38])[N:36]([CH3:37])[C:30]=2[CH:29]=1.S([O-])(O)=O.[Na+].C(OC(=O)C)C.[ClH:57]. Product: [ClH:57].[ClH:57].[CH2:42]([N:32]1[C:33](=[O:41])[C:34]([CH3:40])([CH3:39])[C:35](=[O:38])[N:36]([CH3:37])[C:30]2[CH:29]=[C:28]([O:27][CH2:26][CH2:25][CH2:24][N:23]3[C:22]4[CH:21]=[CH:20][N:19]=[CH:18][C:17]=4[N:16]=[C:2]3[CH2:3][N:4]3[CH:9]=[CH:8][C:7]4[O:10][C:11]([CH3:13])=[CH:12][C:6]=4[C:5]3=[O:14])[CH:45]=[CH:44][C:31]1=2)[CH3:43]. The catalyst class is: 399. (3) Reactant: [Cl:1][C:2]1[C:3]([CH3:22])=[C:4]([C:11]2[CH:12]=[C:13]3[C:18](=[CH:19][CH:20]=2)[N:17]=[C:16]([NH2:21])[N:15]=[CH:14]3)[CH:5]=[C:6]([N+:8]([O-])=O)[CH:7]=1.C(=O)([O-])[O-].[K+].[K+]. Product: [NH2:8][C:6]1[CH:7]=[C:2]([Cl:1])[C:3]([CH3:22])=[C:4]([C:11]2[CH:12]=[C:13]3[C:18](=[CH:19][CH:20]=2)[N:17]=[C:16]([NH2:21])[N:15]=[CH:14]3)[CH:5]=1. The catalyst class is: 8. (4) Reactant: [CH3:1][C:2]1[C:11]2[CH:10]=[N:9][C:8](S(C)=O)=[N:7][C:6]=2[N:5]([C:15]2[CH:16]=[C:17]([NH:21][C:22](=[O:25])[CH:23]=[CH2:24])[CH:18]=[CH:19][CH:20]=2)[C:4](=[O:26])[CH:3]=1.[CH3:27][N:28]1[CH2:33][CH2:32][N:31]([C:34]2[CH:40]=[CH:39][C:37]([NH2:38])=[CH:36][CH:35]=2)[CH2:30][CH2:29]1.CCN(C(C)C)C(C)C. Product: [CH3:1][C:2]1[C:11]2[CH:10]=[N:9][C:8]([NH:38][C:37]3[CH:36]=[CH:35][C:34]([N:31]4[CH2:30][CH2:29][N:28]([CH3:27])[CH2:33][CH2:32]4)=[CH:40][CH:39]=3)=[N:7][C:6]=2[N:5]([C:15]2[CH:16]=[C:17]([NH:21][C:22](=[O:25])[CH:23]=[CH2:24])[CH:18]=[CH:19][CH:20]=2)[C:4](=[O:26])[CH:3]=1. The catalyst class is: 107. (5) Reactant: [Cl:1][C:2]1[C:3](=[O:14])[N:4]([CH3:13])[N:5]=[CH:6][C:7]=1[NH:8][CH2:9][CH:10](Cl)[CH3:11].[F:15][C:16]1[CH:30]=[CH:29][C:19]2[C:20]([CH:23]3[CH2:28][CH2:27][NH:26][CH2:25][CH2:24]3)=[N:21][O:22][C:18]=2[CH:17]=1.C(=O)([O-])[O-].[K+].[K+].[I-].[K+]. Product: [Cl:1][C:2]1[C:3](=[O:14])[N:4]([CH3:13])[N:5]=[CH:6][C:7]=1[NH:8][CH2:9][CH2:10][CH2:11][N:26]1[CH2:25][CH2:24][CH:23]([C:20]2[C:19]3[CH:29]=[CH:30][C:16]([F:15])=[CH:17][C:18]=3[O:22][N:21]=2)[CH2:28][CH2:27]1. The catalyst class is: 10. (6) Reactant: [CH3:1][I:2].[Cl:3][C:4]1[CH:32]=[C:31]([Cl:33])[CH:30]=[CH:29][C:5]=1[C:6]([NH:8][CH:9]([C:16]1[CH:21]=[CH:20][C:19]([S:22]([CH2:25][CH:26]2[CH2:28][CH2:27]2)(=[O:24])=[O:23])=[CH:18][CH:17]=1)[C:10]1[CH:11]=[N:12][CH:13]=[CH:14][CH:15]=1)=[O:7]. Product: [I-:2].[CH:26]1([CH2:25][S:22]([C:19]2[CH:18]=[CH:17][C:16]([CH:9]([NH:8][C:6](=[O:7])[C:5]3[CH:29]=[CH:30][C:31]([Cl:33])=[CH:32][C:4]=3[Cl:3])[C:10]3[CH:11]=[N+:12]([CH3:1])[CH:13]=[CH:14][CH:15]=3)=[CH:21][CH:20]=2)(=[O:24])=[O:23])[CH2:27][CH2:28]1. The catalyst class is: 21. (7) Reactant: [F:1][C:2]1[CH:7]=[C:6]([CH3:8])[C:5]([N+:9]([O-:11])=[O:10])=[CH:4][N:3]=1.[C:12]([O:17][CH2:18][CH3:19])(=[O:16])[C:13]([O-])=[O:14].N12CCCN=C1CCCCC2.C(OCC)(=O)C. Product: [F:1][C:2]1[CH:7]=[C:6]([CH2:8][C:13](=[O:14])[C:12]([O:17][CH2:18][CH3:19])=[O:16])[C:5]([N+:9]([O-:11])=[O:10])=[CH:4][N:3]=1. The catalyst class is: 86. (8) Reactant: [F:1][C:2]1[CH:15]=[CH:14][CH:13]=[C:12]([F:16])[C:3]=1[C:4]([NH:6][C:7]1[CH:11]=[CH:10][NH:9][N:8]=1)=[O:5].C(=O)([O-])[O-].[K+].[K+].Br[CH2:24][C:25]1[CH:30]=[CH:29][C:28]([Cl:31])=[CH:27][C:26]=1[O:32][CH2:33][C:34]1[CH:39]=[CH:38][CH:37]=[CH:36][CH:35]=1. Product: [Cl:31][C:28]1[CH:29]=[CH:30][C:25]([CH2:24][N:9]2[CH:10]=[CH:11][C:7]([NH:6][C:4](=[O:5])[C:3]3[C:12]([F:16])=[CH:13][CH:14]=[CH:15][C:2]=3[F:1])=[N:8]2)=[C:26]([O:32][CH2:33][C:34]2[CH:35]=[CH:36][CH:37]=[CH:38][CH:39]=2)[CH:27]=1. The catalyst class is: 3. (9) Reactant: [CH3:1][S:2]([O:5][C:6]1[CH:11]=[C:10]([CH:12]=[O:13])[CH:9]=[CH:8][C:7]=1[O:14][CH2:15][CH:16]1[CH2:18][CH2:17]1)(=[O:4])=[O:3].S(=O)(=O)([OH:21])N.Cl([O-])=O.[Na+]. Product: [CH:16]1([CH2:15][O:14][C:7]2[CH:8]=[CH:9][C:10]([C:12]([OH:21])=[O:13])=[CH:11][C:6]=2[O:5][S:2]([CH3:1])(=[O:4])=[O:3])[CH2:17][CH2:18]1. The catalyst class is: 86. (10) Reactant: N([O-])=O.[Na+].N[C@H:6]([C:11]([OH:13])=[O:12])[CH2:7][CH:8]([CH3:10])[CH3:9].[BrH:14]. Product: [Br:14][C@@H:6]([CH2:7][CH:8]([CH3:10])[CH3:9])[C:11]([OH:13])=[O:12]. The catalyst class is: 6.